From a dataset of Full USPTO retrosynthesis dataset with 1.9M reactions from patents (1976-2016). Predict the reactants needed to synthesize the given product. Given the product [C:23]1([N:29]2[C:3]([C:2]([Cl:22])([Cl:21])[Cl:1])=[CH:4][C:5]([CH2:6][CH2:7][C:8]3[CH:9]=[C:10]([C:11]([Cl:14])([Cl:13])[Cl:12])[N:29]([C:23]4[CH:28]=[CH:27][CH:26]=[CH:25][CH:24]=4)[N:30]=3)=[N:30]2)[CH:28]=[CH:27][CH:26]=[CH:25][CH:24]=1, predict the reactants needed to synthesize it. The reactants are: [Cl:1][C:2]([Cl:22])([Cl:21])[C:3](=O)/[CH:4]=[C:5](\OC)/[CH2:6][CH2:7]/[C:8](/OC)=[CH:9]/[C:10](=O)[C:11]([Cl:14])([Cl:13])[Cl:12].[C:23]1([NH:29][NH2:30])[CH:28]=[CH:27][CH:26]=[CH:25][CH:24]=1.